This data is from NCI-60 drug combinations with 297,098 pairs across 59 cell lines. The task is: Regression. Given two drug SMILES strings and cell line genomic features, predict the synergy score measuring deviation from expected non-interaction effect. (1) Drug 1: CN1C(=O)N2C=NC(=C2N=N1)C(=O)N. Drug 2: B(C(CC(C)C)NC(=O)C(CC1=CC=CC=C1)NC(=O)C2=NC=CN=C2)(O)O. Cell line: OVCAR-8. Synergy scores: CSS=41.8, Synergy_ZIP=0.424, Synergy_Bliss=-2.13, Synergy_Loewe=-68.0, Synergy_HSA=-3.97. (2) Drug 1: C1=CC=C(C=C1)NC(=O)CCCCCCC(=O)NO. Drug 2: N.N.Cl[Pt+2]Cl. Cell line: M14. Synergy scores: CSS=36.8, Synergy_ZIP=4.45, Synergy_Bliss=6.51, Synergy_Loewe=1.34, Synergy_HSA=3.38. (3) Drug 1: C1=CC(=CC=C1CCCC(=O)O)N(CCCl)CCCl. Drug 2: CCCCC(=O)OCC(=O)C1(CC(C2=C(C1)C(=C3C(=C2O)C(=O)C4=C(C3=O)C=CC=C4OC)O)OC5CC(C(C(O5)C)O)NC(=O)C(F)(F)F)O. Cell line: SK-MEL-2. Synergy scores: CSS=2.05, Synergy_ZIP=-3.05, Synergy_Bliss=-3.43, Synergy_Loewe=-4.54, Synergy_HSA=-4.28. (4) Drug 1: CC1C(C(CC(O1)OC2CC(CC3=C2C(=C4C(=C3O)C(=O)C5=C(C4=O)C(=CC=C5)OC)O)(C(=O)C)O)N)O.Cl. Drug 2: C(CC(=O)O)C(=O)CN.Cl. Cell line: UACC-257. Synergy scores: CSS=1.01, Synergy_ZIP=-2.60, Synergy_Bliss=-2.89, Synergy_Loewe=-7.38, Synergy_HSA=-4.26. (5) Drug 1: C1CN1C2=NC(=NC(=N2)N3CC3)N4CC4. Drug 2: C#CCC(CC1=CN=C2C(=N1)C(=NC(=N2)N)N)C3=CC=C(C=C3)C(=O)NC(CCC(=O)O)C(=O)O. Cell line: SR. Synergy scores: CSS=58.4, Synergy_ZIP=0.197, Synergy_Bliss=-0.591, Synergy_Loewe=-0.636, Synergy_HSA=1.31.